From a dataset of Peptide-MHC class II binding affinity with 134,281 pairs from IEDB. Regression. Given a peptide amino acid sequence and an MHC pseudo amino acid sequence, predict their binding affinity value. This is MHC class II binding data. The peptide sequence is GRKNGSFIIDGKSRK. The MHC is HLA-DQA10501-DQB10302 with pseudo-sequence HLA-DQA10501-DQB10302. The binding affinity (normalized) is 0.